The task is: Regression. Given two drug SMILES strings and cell line genomic features, predict the synergy score measuring deviation from expected non-interaction effect.. This data is from Merck oncology drug combination screen with 23,052 pairs across 39 cell lines. (1) Drug 1: Cn1nnc2c(C(N)=O)ncn2c1=O. Drug 2: NC1CCCCC1N.O=C(O)C(=O)O.[Pt+2]. Cell line: RPMI7951. Synergy scores: synergy=-15.2. (2) Drug 1: COC12C(COC(N)=O)C3=C(C(=O)C(C)=C(N)C3=O)N1CC1NC12. Drug 2: O=C(CCCCCCC(=O)Nc1ccccc1)NO. Cell line: OV90. Synergy scores: synergy=4.80. (3) Drug 1: CC1CC2C3CCC4=CC(=O)C=CC4(C)C3(F)C(O)CC2(C)C1(O)C(=O)CO. Drug 2: O=C(O)C1(Cc2cccc(Nc3nccs3)n2)CCC(Oc2cccc(Cl)c2F)CC1. Cell line: ES2. Synergy scores: synergy=-8.36. (4) Drug 1: CN1C(=O)C=CC2(C)C3CCC4(C)C(NC(=O)OCC(F)(F)F)CCC4C3CCC12. Drug 2: CC1(c2nc3c(C(N)=O)cccc3[nH]2)CCCN1. Cell line: SKOV3. Synergy scores: synergy=3.44. (5) Drug 1: CN1C(=O)C=CC2(C)C3CCC4(C)C(NC(=O)OCC(F)(F)F)CCC4C3CCC12. Drug 2: CS(=O)(=O)CCNCc1ccc(-c2ccc3ncnc(Nc4ccc(OCc5cccc(F)c5)c(Cl)c4)c3c2)o1. Cell line: EFM192B. Synergy scores: synergy=19.2. (6) Synergy scores: synergy=5.98. Drug 2: O=C(O)C1(Cc2cccc(Nc3nccs3)n2)CCC(Oc2cccc(Cl)c2F)CC1. Cell line: NCIH1650. Drug 1: CCC1=CC2CN(C1)Cc1c([nH]c3ccccc13)C(C(=O)OC)(c1cc3c(cc1OC)N(C)C1C(O)(C(=O)OC)C(OC(C)=O)C4(CC)C=CCN5CCC31C54)C2. (7) Drug 1: O=C(CCCCCCC(=O)Nc1ccccc1)NO. Drug 2: O=C(O)C1(Cc2cccc(Nc3nccs3)n2)CCC(Oc2cccc(Cl)c2F)CC1. Cell line: VCAP. Synergy scores: synergy=9.03. (8) Drug 1: COC12C(COC(N)=O)C3=C(C(=O)C(C)=C(N)C3=O)N1CC1NC12. Drug 2: COC1=C2CC(C)CC(OC)C(O)C(C)C=C(C)C(OC(N)=O)C(OC)C=CC=C(C)C(=O)NC(=CC1=O)C2=O. Cell line: HCT116. Synergy scores: synergy=-7.27. (9) Drug 1: O=P1(N(CCCl)CCCl)NCCCO1. Drug 2: Cn1nnc2c(C(N)=O)ncn2c1=O. Cell line: VCAP. Synergy scores: synergy=-7.79. (10) Drug 1: NC(=O)c1cccc2cn(-c3ccc(C4CCCNC4)cc3)nc12. Drug 2: NC1CCCCC1N.O=C(O)C(=O)O.[Pt+2]. Cell line: HCT116. Synergy scores: synergy=13.2.